Dataset: Peptide-MHC class I binding affinity with 185,985 pairs from IEDB/IMGT. Task: Regression. Given a peptide amino acid sequence and an MHC pseudo amino acid sequence, predict their binding affinity value. This is MHC class I binding data. (1) The peptide sequence is RIRQGLERA. The MHC is HLA-B07:02 with pseudo-sequence HLA-B07:02. The binding affinity (normalized) is 0.0229. (2) The peptide sequence is TSASFTDLY. The MHC is HLA-A02:03 with pseudo-sequence HLA-A02:03. The binding affinity (normalized) is 0.0847.